This data is from Forward reaction prediction with 1.9M reactions from USPTO patents (1976-2016). The task is: Predict the product of the given reaction. (1) Given the reactants C(=O)([O-])[O-].[Na+].[Na+].[CH3:7][O:8][C:9]1[CH:14]=[CH:13][CH:12]=[CH:11][C:10]=1B(O)O.Br[C:19]1[CH:31]=[CH:30][C:22]([C:23]([O:25][C:26]([CH3:29])([CH3:28])[CH3:27])=[O:24])=[C:21]([N+:32]([O-:34])=[O:33])[CH:20]=1.C(O)(=O)CC(CC(O)=O)(C(O)=O)O, predict the reaction product. The product is: [CH3:7][O:8][C:9]1[CH:14]=[CH:13][CH:12]=[CH:11][C:10]=1[C:19]1[CH:31]=[CH:30][C:22]([C:23]([O:25][C:26]([CH3:28])([CH3:29])[CH3:27])=[O:24])=[C:21]([N+:32]([O-:34])=[O:33])[CH:20]=1. (2) Given the reactants [NH2:1][C:2]1[CH:3]=[C:4]([C:8]2[CH:9]=[C:10]3[C:14](=[CH:15][CH:16]=2)[CH2:13][CH:12]([NH:17][S:18]([CH:21]([CH3:23])[CH3:22])(=[O:20])=[O:19])[CH2:11]3)[CH:5]=[CH:6][CH:7]=1.[CH2:24]([S:26](Cl)(=[O:28])=[O:27])[CH3:25], predict the reaction product. The product is: [CH2:24]([S:26]([NH:1][C:2]1[CH:3]=[C:4]([C:8]2[CH:9]=[C:10]3[C:14](=[CH:15][CH:16]=2)[CH2:13][CH:12]([NH:17][S:18]([CH:21]([CH3:23])[CH3:22])(=[O:20])=[O:19])[CH2:11]3)[CH:5]=[CH:6][CH:7]=1)(=[O:28])=[O:27])[CH3:25]. (3) Given the reactants [CH2:1]1[O:24][C:23]2[CH:22]=[CH:21][C:5]([CH2:6][CH:7]3[C:16]4[C:11](=[C:12]([O:19][CH3:20])[CH:13]=[CH:14][C:15]=4[O:17][CH3:18])[CH2:10][CH2:9][NH:8]3)=[CH:4][C:3]=2[O:2]1.Br[CH2:26][C:27](Br)=[O:28].[NH2:30][CH2:31][C:32]1[NH:33][C:34]2[CH:40]=[CH:39][CH:38]=[CH:37][C:35]=2[N:36]=1, predict the reaction product. The product is: [CH2:1]1[O:24][C:23]2[CH:22]=[CH:21][C:5]([CH2:6][CH:7]3[C:16]4[C:11](=[C:12]([O:19][CH3:20])[CH:13]=[CH:14][C:15]=4[O:17][CH3:18])[CH2:10][CH2:9][N:8]3[CH2:26][C:27]([NH:30][CH2:31][C:32]3[NH:33][C:34]4[CH:40]=[CH:39][CH:38]=[CH:37][C:35]=4[N:36]=3)=[O:28])=[CH:4][C:3]=2[O:2]1. (4) Given the reactants [Br:1][C:2]1[C:3]([OH:18])=[CH:4][CH:5]=[C:6]2[C:10]=1[N:9]([C:11]1[CH:16]=[CH:15][C:14]([F:17])=[CH:13][CH:12]=1)[N:8]=[CH:7]2.Br[CH2:20][CH2:21][C:22]([OH:24])=[O:23].[OH-].[Na+].Cl, predict the reaction product. The product is: [Br:1][C:2]1[C:3]([O:18][CH2:20][CH2:21][C:22]([OH:24])=[O:23])=[CH:4][CH:5]=[C:6]2[C:10]=1[N:9]([C:11]1[CH:16]=[CH:15][C:14]([F:17])=[CH:13][CH:12]=1)[N:8]=[CH:7]2. (5) Given the reactants [Cl:1][C:2]1[CH:7]=[CH:6][C:5]([C:8]2([CH:12]3[C:24]4[NH:23][C:22]5[C:17](=[CH:18][CH:19]=[CH:20][CH:21]=5)[C:16]=4[CH2:15][CH2:14][NH:13]3)[CH2:11][CH2:10][CH2:9]2)=[CH:4][CH:3]=1.C(N(CC)CC)C.[C:32](O[C:32]([O:34][C:35]([CH3:38])([CH3:37])[CH3:36])=[O:33])([O:34][C:35]([CH3:38])([CH3:37])[CH3:36])=[O:33], predict the reaction product. The product is: [Cl:1][C:2]1[CH:7]=[CH:6][C:5]([C:8]2([CH:12]3[C:24]4[NH:23][C:22]5[C:17](=[CH:18][CH:19]=[CH:20][CH:21]=5)[C:16]=4[CH2:15][CH2:14][N:13]3[C:32]([O:34][C:35]([CH3:38])([CH3:37])[CH3:36])=[O:33])[CH2:11][CH2:10][CH2:9]2)=[CH:4][CH:3]=1. (6) Given the reactants C([O:3][C:4](=[O:31])[C:5]1[CH:10]=[CH:9][C:8]([C:11]2[CH2:15][C:14]([C:20]3[CH:25]=[C:24]([Cl:26])[CH:23]=[C:22]([Cl:27])[CH:21]=3)([C:16]([F:19])([F:18])[F:17])[O:13][N:12]=2)=[CH:7][C:6]=1[N+:28]([O-:30])=[O:29])C.[OH-].[K+].Cl, predict the reaction product. The product is: [Cl:27][C:22]1[CH:21]=[C:20]([C:14]2([C:16]([F:18])([F:17])[F:19])[O:13][N:12]=[C:11]([C:8]3[CH:9]=[CH:10][C:5]([C:4]([OH:31])=[O:3])=[C:6]([N+:28]([O-:30])=[O:29])[CH:7]=3)[CH2:15]2)[CH:25]=[C:24]([Cl:26])[CH:23]=1. (7) Given the reactants [Cl:1][C:2]1[C:3]([Cl:28])=[CH:4][C:5]2[C:11]([C:12]3[CH:17]=[CH:16][C:15]([N+:18]([O-])=O)=[C:14]([CH3:21])[CH:13]=3)=[N:10][N:9]([C:22](=[O:25])[CH2:23][CH3:24])[CH:8]([CH3:26])[CH2:7][C:6]=2[CH:27]=1.O.NN, predict the reaction product. The product is: [NH2:18][C:15]1[CH:16]=[CH:17][C:12]([C:11]2[C:5]3[CH:4]=[C:3]([Cl:28])[C:2]([Cl:1])=[CH:27][C:6]=3[CH2:7][CH:8]([CH3:26])[N:9]([C:22](=[O:25])[CH2:23][CH3:24])[N:10]=2)=[CH:13][C:14]=1[CH3:21].